This data is from Forward reaction prediction with 1.9M reactions from USPTO patents (1976-2016). The task is: Predict the product of the given reaction. (1) Given the reactants [OH:1][C:2]1[CH:3]=[C:4]([CH:9]=[C:10]([OH:12])[CH:11]=1)[C:5]([O:7][CH3:8])=[O:6].C([O-])([O-])=O.[K+].[K+].[CH2:19]([CH:21]([CH2:24][CH2:25][CH2:26][CH3:27])[CH2:22]Br)[CH3:20].O, predict the reaction product. The product is: [CH2:19]([CH:21]([CH2:24][CH2:25][CH2:26][CH3:27])[CH2:22][O:1][C:2]1[CH:3]=[C:4]([CH:9]=[C:10]([O:12][CH2:22][CH:21]([CH2:19][CH3:20])[CH2:24][CH2:25][CH2:26][CH3:27])[CH:11]=1)[C:5]([O:7][CH3:8])=[O:6])[CH3:20]. (2) Given the reactants [OH:1][C:2]1[N:7]=[C:6]([CH2:8][C:9]2[CH:14]=[CH:13][CH:12]=[CH:11][CH:10]=2)[N:5]([CH2:15][CH2:16][CH2:17][O:18][CH:19]([CH3:21])[CH3:20])[C:4](=[O:22])[CH:3]=1.Cl.CC(OCCCN[C:32](=[NH:40])CC1C=CC=CC=1)C.C(OCC)(=O)[CH2:42][C:43]([O:45]CC)=[O:44].[O-:52]CC.[Na+].Cl, predict the reaction product. The product is: [OH:1][C:2]1[N:7]=[C:6]([CH2:8][C:9]2[CH:14]=[CH:13][CH:12]=[CH:11][CH:10]=2)[N:5]([CH2:15][CH2:16][CH2:17][O:18][CH:19]([CH3:20])[CH3:21])[C:4](=[O:22])[C:3]=1[C:32]([NH:40][CH2:42][C:43]([OH:45])=[O:44])=[O:52]. (3) Given the reactants C(OC([N:8]1[CH2:13][CH2:12][N:11]([CH2:14][CH2:15][NH2:16])[CH2:10][CH2:9]1)=O)(C)(C)C.[C:17]([Cl:20])(=[O:19])[CH3:18], predict the reaction product. The product is: [ClH:20].[N:11]1([CH2:14][CH2:15][NH:16][C:17](=[O:19])[CH3:18])[CH2:10][CH2:9][NH:8][CH2:13][CH2:12]1. (4) Given the reactants Cl.Cl.[NH2:3][CH:4]1[CH2:12][CH2:11][C:7]2[NH:8][CH:9]=[N:10][C:6]=2[CH2:5]1.C[O-].[Na+].CO.C(N(CC)CC)C.[CH:25]1([CH2:31][CH2:32][CH2:33][CH2:34][C:35]([Cl:37])=[O:36])[CH2:30][CH2:29][CH2:28][CH2:27][CH2:26]1, predict the reaction product. The product is: [ClH:37].[NH:8]1[C:7]2[CH2:11][CH2:12][CH:4]([NH:3][C:35](=[O:36])[CH2:34][CH2:33][CH2:32][CH2:31][CH:25]3[CH2:30][CH2:29][CH2:28][CH2:27][CH2:26]3)[CH2:5][C:6]=2[N:10]=[CH:9]1. (5) Given the reactants C1(P(C2CCCCC2)C2C=CC=CC=2C2C(C(C)C)=CC(C(C)C)=CC=2C(C)C)CCCCC1.[S:35]1[CH:39]=[CH:38][C:37](B(O)O)=[CH:36]1.Cl[C:44]1[N:49]=[CH:48][CH:47]=[CH:46][N:45]=1.P([O-])([O-])([O-])=O.[K+].[K+].[K+], predict the reaction product. The product is: [S:35]1[CH:39]=[CH:38][C:37]([C:44]2[N:49]=[CH:48][CH:47]=[CH:46][N:45]=2)=[CH:36]1. (6) The product is: [CH2:1]([C@@:4]1([CH3:30])[CH2:9][C@H:8]([C:10]2[CH:15]=[CH:14][CH:13]=[C:12]([Cl:16])[CH:11]=2)[C@@H:7]([C:17]2[CH:22]=[CH:21][C:20]([Cl:23])=[CH:19][CH:18]=2)[N:6]([C@@H:24]([CH2:27][CH3:28])[CH2:25][NH:34][CH2:33][C:32]([F:36])([F:35])[F:31])[C:5]1=[O:29])[CH:2]=[CH2:3]. Given the reactants [CH2:1]([C@@:4]1([CH3:30])[CH2:9][C@H:8]([C:10]2[CH:15]=[CH:14][CH:13]=[C:12]([Cl:16])[CH:11]=2)[C@@H:7]([C:17]2[CH:22]=[CH:21][C:20]([Cl:23])=[CH:19][CH:18]=2)[N:6]([C@@H:24]([CH2:27][CH3:28])[CH:25]=O)[C:5]1=[O:29])[CH:2]=[CH2:3].[F:31][C:32]([F:36])([F:35])[CH2:33][NH2:34].C(O[BH-](OC(=O)C)OC(=O)C)(=O)C.[Na+], predict the reaction product. (7) Given the reactants [OH:1][C:2]([C:5]1[CH:12]=[CH:11][C:8]([C:9]#[N:10])=[CH:7][CH:6]=1)([CH3:4])[CH3:3].[H-].[Al+3].[Li+].[H-].[H-].[H-], predict the reaction product. The product is: [NH2:10][CH2:9][C:8]1[CH:11]=[CH:12][C:5]([C:2]([OH:1])([CH3:3])[CH3:4])=[CH:6][CH:7]=1. (8) Given the reactants [Cl:1][C:2]1[CH:7]=[CH:6][C:5]([OH:8])=[CH:4][CH:3]=1.[C:9]([O:13][C:14]([N:16]1[CH2:20][CH2:19][C@@H:18]([O:21][C:22]2[CH:27]=[CH:26][C:25](I)=[CH:24][CH:23]=2)[CH2:17]1)=[O:15])([CH3:12])([CH3:11])[CH3:10].C(=O)([O-])[O-].[Cs+].[Cs+], predict the reaction product. The product is: [C:9]([O:13][C:14]([N:16]1[CH2:20][CH2:19][C@@H:18]([O:21][C:22]2[CH:27]=[CH:26][C:25]([O:8][C:5]3[CH:6]=[CH:7][C:2]([Cl:1])=[CH:3][CH:4]=3)=[CH:24][CH:23]=2)[CH2:17]1)=[O:15])([CH3:12])([CH3:10])[CH3:11]. (9) Given the reactants [OH:1][C:2]1[C:3]([CH3:22])=[CH:4][C:5]([N+:19]([O-])=O)=[C:6]([S:8][C:9]2[CH:14]=[CH:13][C:12]([NH:15][C:16](=[O:18])[CH3:17])=[CH:11][CH:10]=2)[CH:7]=1.[Cl-].[NH4+].O1CCCC1.O, predict the reaction product. The product is: [NH2:19][C:5]1[CH:4]=[C:3]([CH3:22])[C:2]([OH:1])=[CH:7][C:6]=1[S:8][C:9]1[CH:10]=[CH:11][C:12]([NH:15][C:16](=[O:18])[CH3:17])=[CH:13][CH:14]=1. (10) Given the reactants [Br:1][C:2]1[C:3](F)=[C:4]2[C:10]([NH:11][C:12](=[O:19])[C:13]3[CH:18]=[CH:17][CH:16]=[N:15][CH:14]=3)=[CH:9][NH:8][C:5]2=[N:6][CH:7]=1.[NH:21]1[CH2:26][CH2:25][CH2:24][CH:23]([NH:27][C:28](=[O:34])[O:29][C:30]([CH3:33])([CH3:32])[CH3:31])[CH2:22]1, predict the reaction product. The product is: [Br:1][C:2]1[C:3]([N:21]2[CH2:26][CH2:25][CH2:24][C@@H:23]([NH:27][C:28](=[O:34])[O:29][C:30]([CH3:32])([CH3:31])[CH3:33])[CH2:22]2)=[C:4]2[C:10]([NH:11][C:12](=[O:19])[C:13]3[CH:18]=[CH:17][CH:16]=[N:15][CH:14]=3)=[CH:9][NH:8][C:5]2=[N:6][CH:7]=1.